Dataset: NCI-60 drug combinations with 297,098 pairs across 59 cell lines. Task: Regression. Given two drug SMILES strings and cell line genomic features, predict the synergy score measuring deviation from expected non-interaction effect. (1) Drug 1: CN(CC1=CN=C2C(=N1)C(=NC(=N2)N)N)C3=CC=C(C=C3)C(=O)NC(CCC(=O)O)C(=O)O. Drug 2: CN1C(=O)N2C=NC(=C2N=N1)C(=O)N. Cell line: SK-OV-3. Synergy scores: CSS=0.818, Synergy_ZIP=3.69, Synergy_Bliss=0.389, Synergy_Loewe=-14.2, Synergy_HSA=-5.67. (2) Drug 1: CCC1(CC2CC(C3=C(CCN(C2)C1)C4=CC=CC=C4N3)(C5=C(C=C6C(=C5)C78CCN9C7C(C=CC9)(C(C(C8N6C=O)(C(=O)OC)O)OC(=O)C)CC)OC)C(=O)OC)O.OS(=O)(=O)O. Drug 2: C(CCl)NC(=O)N(CCCl)N=O. Cell line: HT29. Synergy scores: CSS=8.52, Synergy_ZIP=-5.65, Synergy_Bliss=-4.62, Synergy_Loewe=-41.3, Synergy_HSA=-4.79. (3) Drug 1: CC(C)NC(=O)C1=CC=C(C=C1)CNNC.Cl. Drug 2: CC(C)CN1C=NC2=C1C3=CC=CC=C3N=C2N. Cell line: A498. Synergy scores: CSS=-18.1, Synergy_ZIP=5.58, Synergy_Bliss=-10.1, Synergy_Loewe=-19.2, Synergy_HSA=-19.9. (4) Drug 1: CN(CC1=CN=C2C(=N1)C(=NC(=N2)N)N)C3=CC=C(C=C3)C(=O)NC(CCC(=O)O)C(=O)O. Drug 2: CC1=C(C=C(C=C1)C(=O)NC2=CC(=CC(=C2)C(F)(F)F)N3C=C(N=C3)C)NC4=NC=CC(=N4)C5=CN=CC=C5. Cell line: NCIH23. Synergy scores: CSS=33.7, Synergy_ZIP=0.355, Synergy_Bliss=-1.50, Synergy_Loewe=-42.0, Synergy_HSA=-1.33.